Task: Predict the reactants needed to synthesize the given product.. Dataset: Full USPTO retrosynthesis dataset with 1.9M reactions from patents (1976-2016) Given the product [Cl:1][C:2]1[CH:3]=[C:4]([NH:9][C:10]2[C:11]3[C:18]4[CH2:19][CH2:20][N:21]([C:23](=[O:31])/[CH:24]=[CH:25]/[C@@H:26]5[CH2:30][CH2:29][CH2:28][N:27]5[CH3:32])[CH2:22][C:17]=4[S:16][C:12]=3[N:13]=[CH:14][N:15]=2)[CH:5]=[CH:6][C:7]=1[F:8], predict the reactants needed to synthesize it. The reactants are: [Cl:1][C:2]1[CH:3]=[C:4]([NH:9][C:10]2[C:11]3[C:18]4[CH2:19][CH2:20][N:21]([C:23](=[O:31])/[CH:24]=[CH:25]/[C@@H:26]5[CH2:30][CH2:29][CH2:28][NH:27]5)[CH2:22][C:17]=4[S:16][C:12]=3[N:13]=[CH:14][N:15]=2)[CH:5]=[CH:6][C:7]=1[F:8].[C:32](=O)([O-])[O-].[K+].[K+].IC.